Dataset: Forward reaction prediction with 1.9M reactions from USPTO patents (1976-2016). Task: Predict the product of the given reaction. Given the reactants [NH:1]1[CH:5]=[C:4]([C:6]2[N:11]=[CH:10][C:9]3[CH:12]=[N:13][N:14]([C:15]4[N:20]=[C:19]([N:21]5[CH2:27][C:26]([OH:29])([CH3:28])[CH2:25][N:24]([C:30]([O:32][C:33]([CH3:36])([CH3:35])[CH3:34])=[O:31])[CH2:23][CH2:22]5)[CH:18]=[CH:17][CH:16]=4)[C:8]=3[CH:7]=2)[CH:3]=[N:2]1.FC(F)(F)S(O[CH2:43][C:44]([F:47])([F:46])[F:45])(=O)=O, predict the reaction product. The product is: [OH:29][C:26]1([CH3:28])[CH2:25][N:24]([C:30]([O:32][C:33]([CH3:36])([CH3:35])[CH3:34])=[O:31])[CH2:23][CH2:22][N:21]([C:19]2[CH:18]=[CH:17][CH:16]=[C:15]([N:14]3[C:8]4[CH:7]=[C:6]([C:4]5[CH:5]=[N:1][N:2]([CH2:43][C:44]([F:47])([F:46])[F:45])[CH:3]=5)[N:11]=[CH:10][C:9]=4[CH:12]=[N:13]3)[N:20]=2)[CH2:27]1.